This data is from Reaction yield outcomes from USPTO patents with 853,638 reactions. The task is: Predict the reaction yield, written as a fraction of the theoretical maximum amount of product (1.0 means a 100% yield; for example, 0.34 means a 34% yield). (1) The reactants are [Cl:1][C:2]1[CH:10]=[CH:9][CH:8]=[C:7]2[C:3]=1[C:4]([C:17]([OH:19])=O)=[CH:5][N:6]2[CH2:11][CH:12]1[CH2:16][CH2:15][CH2:14][O:13]1.C(Cl)CCl.C(N(CC)CC)C.[NH2:31][CH2:32][C:33]1([OH:42])[CH2:38][CH:37]([CH3:39])[CH2:36][C:35]([F:41])([F:40])[CH2:34]1. No catalyst specified. The product is [Cl:1][C:2]1[CH:10]=[CH:9][CH:8]=[C:7]2[C:3]=1[C:4]([C:17]([NH:31][CH2:32][C:33]1([OH:42])[CH2:38][CH:37]([CH3:39])[CH2:36][C:35]([F:41])([F:40])[CH2:34]1)=[O:19])=[CH:5][N:6]2[CH2:11][CH:12]1[CH2:16][CH2:15][CH2:14][O:13]1. The yield is 0.100. (2) The reactants are O/[CH:2]=[C:3](\[CH2:8][C:9]1[CH:10]=[N:11][C:12]([O:15][CH3:16])=[N:13][CH:14]=1)/[C:4]([O:6]C)=O.OS(C(F)(F)F)(=O)=O.[C:25](=[NH:48])([O:27][CH2:28][CH2:29][C:30]1[CH:35]=[CH:34][C:33]([O:36][C:37]2[CH:42]=[CH:41][C:40]([Cl:43])=[C:39]([C:44]([F:47])([F:46])[F:45])[CH:38]=2)=[CH:32][CH:31]=1)[NH2:26].C([O-])([O-])=O.[K+].[K+]. The catalyst is CN1C(=O)CCC1. The product is [Cl:43][C:40]1[CH:41]=[CH:42][C:37]([O:36][C:33]2[CH:34]=[CH:35][C:30]([CH2:29][CH2:28][O:27][C:25]3[NH:48][CH:2]=[C:3]([CH2:8][C:9]4[CH:10]=[N:11][C:12]([O:15][CH3:16])=[N:13][CH:14]=4)[C:4](=[O:6])[N:26]=3)=[CH:31][CH:32]=2)=[CH:38][C:39]=1[C:44]([F:45])([F:46])[F:47]. The yield is 0.214.